The task is: Predict the reaction yield, written as a fraction of the theoretical maximum amount of product (1.0 means a 100% yield; for example, 0.34 means a 34% yield).. This data is from Reaction yield outcomes from USPTO patents with 853,638 reactions. (1) The reactants are [F:1][C:2]1[CH:7]=[C:6]([F:8])[C:5]([F:9])=[CH:4][C:3]=1[NH:10][C:11](=[O:16])[C:12]([CH3:15])([CH3:14])[CH3:13].[Li+].CC([N-]C(C)C)C.[O:25]1[CH2:30][CH2:29][N:28]([C:31]2[CH:32]=[N:33][C:34]3[C:39]([N:40]=2)=[CH:38][C:37]([CH:41]=[O:42])=[CH:36][CH:35]=3)[CH2:27][CH2:26]1. The catalyst is C1COCC1. The product is [F:1][C:2]1[C:7]([CH:41]([OH:42])[C:37]2[CH:38]=[C:39]3[C:34](=[CH:35][CH:36]=2)[N:33]=[CH:32][C:31]([N:28]2[CH2:29][CH2:30][O:25][CH2:26][CH2:27]2)=[N:40]3)=[C:6]([F:8])[C:5]([F:9])=[CH:4][C:3]=1[NH:10][C:11](=[O:16])[C:12]([CH3:13])([CH3:15])[CH3:14]. The yield is 0.652. (2) The reactants are [CH:1]1[C:6]2[C:7](=O)[NH:8][C:9]3[CH:15]=[CH:14][CH:13]=[CH:12][C:10]=3[O:11][C:5]=2[CH:4]=[CH:3][CH:2]=1.P(Cl)(Cl)([Cl:19])=O. No catalyst specified. The product is [Cl:19][C:7]1=[N:8][C:9]2[CH:15]=[CH:14][CH:13]=[CH:12][C:10]=2[O:11][C:5]2[CH:4]=[CH:3][CH:2]=[CH:1][C:6]1=2. The yield is 0.860. (3) The yield is 0.0700. The catalyst is C1COCC1. The product is [NH2:35][CH2:34][C:31]1[CH:32]=[CH:33][C:28]([CH2:27][N:18]([CH2:17][C:9]2[NH:8][C:12]3[CH:13]=[CH:14][CH:15]=[CH:16][C:11]=3[N:10]=2)[CH:19]([C:21]2[CH:26]=[CH:25][CH:24]=[CH:23][N:22]=2)[CH3:20])=[C:29]([CH2:36][OH:37])[CH:30]=1. The reactants are C(OC([N:8]1[C:12]2[CH:13]=[CH:14][CH:15]=[CH:16][C:11]=2[N:10]=[C:9]1[CH2:17][N:18]([CH2:27][C:28]1[CH:33]=[CH:32][C:31]([C:34]#[N:35])=[CH:30][C:29]=1[C:36](OC)=[O:37])[CH:19]([C:21]1[CH:26]=[CH:25][CH:24]=[CH:23][N:22]=1)[CH3:20])=O)(C)(C)C.[H-].[H-].[H-].[H-].[Li+].[Al+3].C(C(C(C([O-])=O)O)O)([O-])=O. (4) The reactants are [Cl-].[C:2]([OH:8])(=O)[CH2:3][CH2:4][C:5]#[CH:6].[Cl:9][C:10]1[CH:11]=[C:12]([NH:16][CH3:17])[CH:13]=[CH:14][CH:15]=1. The catalyst is C(Cl)Cl. The product is [Cl:9][C:10]1[CH:11]=[C:12]([N:16]([CH3:17])[C:2](=[O:8])[CH2:3][CH2:4][C:5]#[CH:6])[CH:13]=[CH:14][CH:15]=1. The yield is 0.880. (5) The reactants are [C:1]([C:3]1[C:4]([O:13][CH2:14][CH2:15][OH:16])=[N:5][NH:6][C:7]=1[N:8]=[CH:9][N:10](C)C)#[N:2].[Cl:17][C:18]1[CH:19]=[C:20]([CH:22]=[CH:23][C:24]=1[O:25][C:26]1[CH:27]=[N:28][C:29]([CH3:32])=[CH:30][CH:31]=1)N. No catalyst specified. The product is [Cl:17][C:18]1[CH:19]=[C:20]([NH:2][C:1]2[N:10]=[CH:9][N:8]=[C:7]3[NH:6][N:5]=[C:4]([O:13][CH2:14][CH2:15][OH:16])[C:3]=23)[CH:22]=[CH:23][C:24]=1[O:25][C:26]1[CH:27]=[N:28][C:29]([CH3:32])=[CH:30][CH:31]=1. The yield is 0.520. (6) The reactants are [C:1]1([C:7]2[C:15]3[C:10](=[CH:11][CH:12]=[CH:13][CH:14]=3)[N:9]([S:16]([C:19]3[CH:27]=[CH:26][C:22]([C:23](O)=[O:24])=[CH:21][CH:20]=3)(=[O:18])=[O:17])[CH:8]=2)[CH:6]=[CH:5][CH:4]=[CH:3][CH:2]=1.[C:28]1([CH:34]2[CH2:37][CH2:36][NH:35]2)[CH:33]=[CH:32][CH:31]=[CH:30][CH:29]=1.C(N(CC)CC)C.N1(O[P+](N(C)C)(N(C)C)N(C)C)C2C=CC=CC=2N=N1. The catalyst is ClCCl. The product is [C:28]1([CH:34]2[CH2:37][CH2:36][N:35]2[C:23]([C:22]2[CH:21]=[CH:20][C:19]([S:16]([N:9]3[C:10]4[C:15](=[CH:14][CH:13]=[CH:12][CH:11]=4)[C:7]([C:1]4[CH:6]=[CH:5][CH:4]=[CH:3][CH:2]=4)=[CH:8]3)(=[O:18])=[O:17])=[CH:27][CH:26]=2)=[O:24])[CH:33]=[CH:32][CH:31]=[CH:30][CH:29]=1. The yield is 0.920.